From a dataset of Forward reaction prediction with 1.9M reactions from USPTO patents (1976-2016). Predict the product of the given reaction. (1) Given the reactants C(N=C=NCCCN(C)C)C.C1C=CC2N(O)N=NC=2C=1.[OH:22][C:23]1[CH:40]=[CH:39][C:26]([NH:27][C:28]2[CH:36]=[C:35]([F:37])[C:34]([F:38])=[CH:33][C:29]=2[C:30]([OH:32])=O)=[CH:25][CH:24]=1.Cl.[CH2:42]([O:49][NH2:50])[C:43]1[CH:48]=[CH:47][CH:46]=[CH:45][CH:44]=1.C(N(CC)CC)C, predict the reaction product. The product is: [OH:22][C:23]1[CH:24]=[CH:25][C:26]([NH:27][C:28]2[CH:36]=[C:35]([F:37])[C:34]([F:38])=[CH:33][C:29]=2[C:30]([NH:50][O:49][CH2:42][C:43]2[CH:48]=[CH:47][CH:46]=[CH:45][CH:44]=2)=[O:32])=[CH:39][CH:40]=1. (2) Given the reactants Br[C:2]1[S:3][C:4]([C:7]([N:9]([C:11]2[CH:16]=[CH:15][CH:14]=[C:13]([O:17][CH3:18])[CH:12]=2)[CH3:10])=[O:8])=[CH:5][N:6]=1.[C:19]1([CH3:28])[CH:24]=[CH:23][CH:22]=[C:21](B(O)O)[CH:20]=1.C(=O)([O-])[O-].[Cs+].[Cs+], predict the reaction product. The product is: [CH3:18][O:17][C:13]1[CH:12]=[C:11]([N:9]([CH3:10])[C:7]([C:4]2[S:3][C:2]([C:21]3[CH:22]=[CH:23][CH:24]=[C:19]([CH3:28])[CH:20]=3)=[N:6][CH:5]=2)=[O:8])[CH:16]=[CH:15][CH:14]=1. (3) Given the reactants P(Cl)(Cl)(Cl)=O.CN(C)[CH:8]=[O:9].[F:11][C:12]1[CH:17]=[CH:16][CH:15]=[C:14]([F:18])[C:13]=1[N:19]1[CH:23]=[CH:22][C:21]([CH3:24])=[N:20]1.C(=O)(O)[O-].[Na+].[OH-].[Na+], predict the reaction product. The product is: [F:18][C:14]1[CH:15]=[CH:16][CH:17]=[C:12]([F:11])[C:13]=1[N:19]1[CH:23]=[C:22]([CH:8]=[O:9])[C:21]([CH3:24])=[N:20]1.